Dataset: Full USPTO retrosynthesis dataset with 1.9M reactions from patents (1976-2016). Task: Predict the reactants needed to synthesize the given product. (1) Given the product [CH2:1]1[CH:14]2[CH:15]3[C:16]([CH:21]=[O:23])([O:12][CH:13]2[CH2:4][CH:3]=[CH:2]1)[CH2:17][CH:18]=[CH:19][CH2:20]3, predict the reactants needed to synthesize it. The reactants are: [CH:1]#[C:2][C:3]1C=CC(O)=C[CH:4]=1.C([O:12][CH2:13][CH2:14][CH:15]1[CH2:20][CH2:19][CH2:18][CH2:17][CH2:16]1)=C.[CH:21]([O:23]C=C)=C.C(N(CC)CC)C. (2) Given the product [CH2:1]([O:3][C:4]1[CH:5]=[C:6]2[C:9](=[CH:10][CH:11]=1)[CH:8]([CH2:12][NH2:13])[CH2:7]2)[CH3:2], predict the reactants needed to synthesize it. The reactants are: [CH2:1]([O:3][C:4]1[CH:5]=[C:6]2[C:9](=[CH:10][CH:11]=1)[CH:8]([C:12]#[N:13])[CH2:7]2)[CH3:2]. (3) The reactants are: C(O[C:4](=O)[CH2:5][CH2:6][C:7]([N:9]1[CH:13]([CH2:14][C:15]2[CH:20]=[CH:19][CH:18]=[CH:17][CH:16]=2)[CH2:12][O:11][C:10]1=[O:21])=[O:8])C.BrC[C:25]([O:27][C:28]([CH3:31])([CH3:30])[CH3:29])=[O:26]. Given the product [CH2:12]([O:11][C:10](=[O:21])[CH:6]([C:7]([N:9]1[CH:13]([CH2:14][C:15]2[CH:16]=[CH:17][CH:18]=[CH:19][CH:20]=2)[CH2:12][O:11][C:10]1=[O:21])=[O:8])[CH2:5][CH2:4][C:25]([O:27][C:28]([CH3:31])([CH3:30])[CH3:29])=[O:26])[CH3:13], predict the reactants needed to synthesize it. (4) The reactants are: [Br:1][C:2]1[N:3]=[C:4]([C:7]([O:9]CC)=O)[S:5][CH:6]=1.O.[NH2:13][NH2:14]. Given the product [Br:1][C:2]1[N:3]=[C:4]([C:7]([NH:13][NH2:14])=[O:9])[S:5][CH:6]=1, predict the reactants needed to synthesize it. (5) Given the product [CH2:1]([O:3][C:4]([N:6]1[C:15]2[C:10](=[N:11][C:12]([O:16][CH3:17])=[CH:13][CH:14]=2)[C@@H:9]([NH2:18])[CH2:8][C@H:7]1[CH3:29])=[O:5])[CH3:2], predict the reactants needed to synthesize it. The reactants are: [CH2:1]([O:3][C:4]([N:6]1[C:15]2[C:10](=[N:11][C:12]([O:16][CH3:17])=[CH:13][CH:14]=2)[C@@H:9]([NH:18]C(OCC2C=CC=CC=2)=O)[CH2:8][C@H:7]1[CH3:29])=[O:5])[CH3:2]. (6) The reactants are: [Cl:1][C:2]1[CH:3]=[C:4]([NH:19][C:20]2[C:30]3[CH:29]=[C:28]([CH2:31]O)[CH2:27][CH2:26][NH:25][C:24]=3[N:23]=[CH:22][N:21]=2)[CH:5]=[CH:6][C:7]=1[O:8][C:9]1[CH:14]=[CH:13][CH:12]=[C:11]([C:15]([F:18])([F:17])[F:16])[CH:10]=1.C1(P([N:47]=[N+:48]=[N-:49])(C2C=CC=CC=2)=O)C=CC=CC=1.O. Given the product [N:47]([CH2:31][C:28]1[CH2:27][CH2:26][NH:25][C:24]2[N:23]=[CH:22][N:21]=[C:20]([NH:19][C:4]3[CH:5]=[CH:6][C:7]([O:8][C:9]4[CH:14]=[CH:13][CH:12]=[C:11]([C:15]([F:18])([F:17])[F:16])[CH:10]=4)=[C:2]([Cl:1])[CH:3]=3)[C:30]=2[CH:29]=1)=[N+:48]=[N-:49], predict the reactants needed to synthesize it. (7) Given the product [CH:11]1([Si:4]([CH:1]2[CH2:3][CH2:2]2)([C:6]([CH2:9][CH3:14])([OH:10])[CH2:7][CH3:8])[CH3:5])[CH2:12][CH2:13]1, predict the reactants needed to synthesize it. The reactants are: [CH:1]1([Si:4]([CH:11]2[CH2:13][CH2:12]2)([C:6]([OH:10])([CH3:9])[CH2:7][CH3:8])[CH3:5])[CH2:3][CH2:2]1.[CH:14]1([SiH](C2CC2)C(=O)CCC)CC1.C([Li])C.